From a dataset of Full USPTO retrosynthesis dataset with 1.9M reactions from patents (1976-2016). Predict the reactants needed to synthesize the given product. (1) Given the product [C:19]([C:21]1[N:26]=[CH:25][C:24]([C:27]2[C:39]3[C:38]4[C:33](=[CH:34][CH:35]=[CH:36][CH:37]=4)[N:32]([C:40]4[CH:41]=[CH:42][C:43]([C:44]([O:46][C:47]([CH3:48])([CH3:49])[CH3:50])=[O:45])=[C:51]([NH:7][CH:8]5[CH2:9][C:10]([CH3:18])([CH3:17])[N:11]([CH3:16])[C:12]([CH3:14])([CH3:15])[CH2:13]5)[CH:52]=4)[C:31]=3[CH:30]=[CH:29][CH:28]=2)=[CH:23][CH:22]=1)#[N:20], predict the reactants needed to synthesize it. The reactants are: C(=O)([O-])[O-].[K+].[K+].[NH2:7][CH:8]1[CH2:13][C:12]([CH3:15])([CH3:14])[N:11]([CH3:16])[C:10]([CH3:18])([CH3:17])[CH2:9]1.[C:19]([C:21]1[N:26]=[CH:25][C:24]([C:27]2[C:39]3[C:38]4[C:33](=[CH:34][CH:35]=[CH:36][CH:37]=4)[N:32]([C:40]4[CH:52]=[CH:51][C:43]([C:44]([O:46][C:47]([CH3:50])([CH3:49])[CH3:48])=[O:45])=[C:42](F)[CH:41]=4)[C:31]=3[CH:30]=[CH:29][CH:28]=2)=[CH:23][CH:22]=1)#[N:20]. (2) Given the product [CH:17]1([CH2:20][O:1][C:2]2[CH:9]=[C:8]([OH:10])[CH:7]=[C:4]([CH2:5][OH:6])[CH:3]=2)[CH2:19][CH2:18]1, predict the reactants needed to synthesize it. The reactants are: [OH:1][C:2]1[CH:3]=[C:4]([CH:7]=[C:8]([OH:10])[CH:9]=1)[CH2:5][OH:6].C([O-])([O-])=O.[K+].[K+].[CH:17]1([CH2:20]Br)[CH2:19][CH2:18]1.Cl. (3) Given the product [C:26]([CH2:25][O:24][C:18]1[C:19]([CH3:23])=[CH:20][CH:21]=[CH:22][C:17]=1[C:16]([NH:15][C:6]1([C:4]([OH:5])=[O:3])[CH2:14][C:13]2[C:8](=[CH:9][CH:10]=[CH:11][CH:12]=2)[CH2:7]1)=[O:28])#[N:27], predict the reactants needed to synthesize it. The reactants are: C([O:3][C:4]([C:6]1([NH:15][C:16](=[O:28])[C:17]2[CH:22]=[CH:21][CH:20]=[C:19]([CH3:23])[C:18]=2[O:24][CH2:25][C:26]#[N:27])[CH2:14][C:13]2[C:8](=[CH:9][CH:10]=[CH:11][CH:12]=2)[CH2:7]1)=[O:5])C.O1CCOCC1.CO.O. (4) Given the product [NH2:1][C:2]1[N:10]=[CH:9][CH:8]=[CH:7][C:3]=1[C:4]([O:6][CH3:12])=[O:5], predict the reactants needed to synthesize it. The reactants are: [NH2:1][C:2]1[N:10]=[CH:9][CH:8]=[CH:7][C:3]=1[C:4]([OH:6])=[O:5].[Si](C=[N+]=[N-])(C)(C)[CH3:12].CCCCCC.CC[NH+](CC)CC.CC[NH+](CC)CC.C([O-])([O-])=O. (5) Given the product [Cl:21][C:15]1[CH:14]=[C:13]([NH:12][C@H:3]([CH2:2][NH:1][CH:23]([CH3:24])[CH3:22])[CH2:4][C:5]([O:7][C:8]([CH3:10])([CH3:9])[CH3:11])=[O:6])[CH:18]=[CH:17][C:16]=1[C:19]#[N:20], predict the reactants needed to synthesize it. The reactants are: [NH2:1][CH2:2][C@@H:3]([NH:12][C:13]1[CH:18]=[CH:17][C:16]([C:19]#[N:20])=[C:15]([Cl:21])[CH:14]=1)[CH2:4][C:5]([O:7][C:8]([CH3:11])([CH3:10])[CH3:9])=[O:6].[CH3:22][C:23](C)(O)[C:24]#N. (6) Given the product [NH2:15][C:16]1[CH:17]=[C:18]([CH:19]=[CH:20][CH:21]=1)[O:22][C:2]1[CH:3]=[CH:4][C:5]([N+:12]([O-:14])=[O:13])=[C:6]([CH:11]=1)[C:7]([O:9][CH3:10])=[O:8], predict the reactants needed to synthesize it. The reactants are: F[C:2]1[CH:3]=[CH:4][C:5]([N+:12]([O-:14])=[O:13])=[C:6]([CH:11]=1)[C:7]([O:9][CH3:10])=[O:8].[NH2:15][C:16]1[CH:17]=[C:18]([OH:22])[CH:19]=[CH:20][CH:21]=1.C([O-])([O-])=O.[K+].[K+].C1OCCOCCOCCOCCOCCOC1. (7) Given the product [CH:13]1[N:12]=[C:11]([NH:10][C:6]2[CH:7]=[CH:8][CH:9]=[C:4]([NH2:1])[CH:5]=2)[N:15]2[CH:16]=[CH:17][CH:18]=[CH:19][C:14]=12, predict the reactants needed to synthesize it. The reactants are: [N+:1]([C:4]1[CH:5]=[C:6]([NH:10][C:11]2[N:15]3[CH:16]=[CH:17][CH:18]=[CH:19][C:14]3=[CH:13][N:12]=2)[CH:7]=[CH:8][CH:9]=1)([O-])=O.[Cl-].[NH4+].C(O)C.O1CCCC1.